From a dataset of Reaction yield outcomes from USPTO patents with 853,638 reactions. Predict the reaction yield, written as a fraction of the theoretical maximum amount of product (1.0 means a 100% yield; for example, 0.34 means a 34% yield). (1) The reactants are C[O:2][C:3](=[O:23])[CH:4]([N:11]1[C:19]2[C:14](=[C:15]([Cl:20])[CH:16]=[CH:17][CH:18]=2)[C:13](=[O:21])[C:12]1=[O:22])[CH2:5][CH:6]1[CH2:10][CH2:9][CH2:8][CH2:7]1.O.[OH-].[Li+]. The catalyst is O1CCCC1.O. The product is [Cl:20][C:15]1[CH:16]=[CH:17][CH:18]=[C:19]2[C:14]=1[C:13](=[O:21])[C:12](=[O:22])[N:11]2[CH:4]([CH2:5][CH:6]1[CH2:7][CH2:8][CH2:9][CH2:10]1)[C:3]([OH:23])=[O:2]. The yield is 0.960. (2) The reactants are C([Cl:4])(=O)C.[N:5]1[CH:6]=[N:7][N:8]2[CH2:13][CH2:12][N:11]([CH:14]3[CH2:31][CH2:30][C:17]4([CH2:22][CH2:21][N:20](C(OC(C)(C)C)=O)[CH2:19][CH2:18]4)[CH2:16][CH2:15]3)[CH2:10][C:9]=12. The catalyst is C(O)C. The product is [ClH:4].[ClH:4].[CH2:18]1[C:17]2([CH2:30][CH2:31][CH:14]([N:11]3[CH2:12][CH2:13][N:8]4[N:7]=[CH:6][N:5]=[C:9]4[CH2:10]3)[CH2:15][CH2:16]2)[CH2:22][CH2:21][NH:20][CH2:19]1. The yield is 0.910. (3) The reactants are [CH3:1][CH:2]1[CH2:11][CH:10]=[CH:9][C:4]2([CH2:8][CH2:7][CH2:6][CH2:5]2)[CH:3]1[C:12]([OH:14])=[O:13].[C:15]([O-])([O-])=O.[K+].[K+].CI.Cl. The catalyst is CN(C=O)C. The product is [CH3:1][C@H:2]1[CH2:11][CH:10]=[CH:9][C:4]2([CH2:5][CH2:6][CH2:7][CH2:8]2)[C@@H:3]1[C:12]([O:14][CH3:15])=[O:13].[CH3:1][C@H:2]1[CH2:11][CH:10]=[CH:9][C:4]2([CH2:5][CH2:6][CH2:7][CH2:8]2)[C@H:3]1[C:12]([O:14][CH3:15])=[O:13]. The yield is 0.100. (4) The reactants are [NH2:1][C:2]1([CH2:8][C:9]([O:11][CH3:12])=[O:10])[CH2:7][CH2:6][O:5][CH2:4][CH2:3]1.[CH3:13][C:14]1[CH:23]=[C:22]([CH2:24][N:25]2[C:33]3[C:28](=[CH:29][C:30]([C:34](Cl)=[O:35])=[CH:31][CH:32]=3)[CH:27]=[CH:26]2)[C:21]2[CH2:20][CH:19]=[CH:18][CH2:17][C:16]=2[N:15]=1. The catalyst is C(Cl)Cl.O. The product is [CH3:13][C:14]1[CH:23]=[C:22]([CH2:24][N:25]2[C:33]3[C:28](=[CH:29][C:30]([C:34]([NH:1][C:2]4([CH2:8][C:9]([O:11][CH3:12])=[O:10])[CH2:3][CH2:4][O:5][CH2:6][CH2:7]4)=[O:35])=[CH:31][CH:32]=3)[CH:27]=[CH:26]2)[C:21]2[CH2:20][CH:19]=[CH:18][CH2:17][C:16]=2[N:15]=1. The yield is 0.170.